Dataset: Full USPTO retrosynthesis dataset with 1.9M reactions from patents (1976-2016). Task: Predict the reactants needed to synthesize the given product. (1) Given the product [NH2:32][CH2:31][C:30]1[CH:29]=[C:28]([CH:42]=[CH:41][CH:40]=1)[CH2:27][N:19]1[C:14]2[N:15]=[C:16]([NH2:18])[N:17]=[C:12]([C:11]3[CH:10]=[CH:9][NH:8][N:7]=3)[C:13]=2[N:21]=[N:20]1, predict the reactants needed to synthesize it. The reactants are: C[Si](C)(C)CCOC[N:7]1[C:11]([C:12]2[C:13]3[NH:21][N:20]=[N:19][C:14]=3[N:15]=[C:16]([NH2:18])[N:17]=2)=[CH:10][CH:9]=[N:8]1.[H-].[Na+].Br[CH2:27][C:28]1[CH:29]=[C:30]([CH:40]=[CH:41][CH:42]=1)[CH2:31][NH:32]C(=O)OC(C)(C)C. (2) Given the product [N:1]1([C:5]([C:7]2[N:12]=[CH:11][C:10]([O:13][C:14]3[CH:33]=[C:32]([CH:31]=[C:16]([O:17][CH:18]4[CH2:24][CH2:25][N:48]([CH2:46][CH3:47])[C:19]4=[O:20])[CH:15]=3)[C:34]([NH:35][C:36]3[CH:41]=[N:40][C:39]([CH3:42])=[CH:38][N:37]=3)=[O:43])=[CH:9][CH:8]=2)=[O:6])[CH2:4][CH2:3][CH2:2]1, predict the reactants needed to synthesize it. The reactants are: [N:1]1([C:5]([C:7]2[N:12]=[CH:11][C:10]([O:13][C:14]3[CH:15]=[C:16]([CH:31]=[C:32]([C:34](=[O:43])[NH:35][C:36]4[CH:41]=[N:40][C:39]([CH3:42])=[CH:38][N:37]=4)[CH:33]=3)[O:17][CH:18]([CH2:24][CH2:25]OS(C)(=O)=O)[C:19](OCC)=[O:20])=[CH:9][CH:8]=2)=[O:6])[CH2:4][CH2:3][CH2:2]1.[I-].[Na+].[CH2:46]([NH2:48])[CH3:47]. (3) Given the product [CH3:9][NH:8][C:6](=[O:7])[C:5]1[CH:10]=[CH:11][C:2]([N:16]2[CH2:17][CH2:18][N:13]([CH3:12])[CH2:14][CH2:15]2)=[N:3][CH:4]=1, predict the reactants needed to synthesize it. The reactants are: Cl[C:2]1[CH:11]=[CH:10][C:5]([C:6]([NH:8][CH3:9])=[O:7])=[CH:4][N:3]=1.[CH3:12][N:13]1[CH2:18][CH2:17][NH:16][CH2:15][CH2:14]1. (4) Given the product [C:28]([O:32][C:33](=[O:34])[NH:35][CH2:36][CH:37]([C:41]1[CH:42]=[CH:43][C:44]([Cl:47])=[CH:45][CH:46]=1)[C:38]([N:24]1[CH2:25][CH2:26][N:21]([C:20]2[C:15]3[C:14]([CH3:27])=[CH:13][N:12]([S:9]([C:3]4[CH:8]=[CH:7][CH:6]=[CH:5][CH:4]=4)(=[O:10])=[O:11])[C:16]=3[N:17]=[CH:18][N:19]=2)[CH2:22][CH2:23]1)=[O:39])([CH3:31])([CH3:29])[CH3:30], predict the reactants needed to synthesize it. The reactants are: Cl.Cl.[C:3]1([S:9]([N:12]2[C:16]3[N:17]=[CH:18][N:19]=[C:20]([N:21]4[CH2:26][CH2:25][NH:24][CH2:23][CH2:22]4)[C:15]=3[C:14]([CH3:27])=[CH:13]2)(=[O:11])=[O:10])[CH:8]=[CH:7][CH:6]=[CH:5][CH:4]=1.[C:28]([O:32][C:33]([NH:35][CH2:36][CH:37]([C:41]1[CH:46]=[CH:45][C:44]([Cl:47])=[CH:43][CH:42]=1)[C:38](O)=[O:39])=[O:34])([CH3:31])([CH3:30])[CH3:29].CN(C(ON1N=NC2C=CC=CC1=2)=[N+](C)C)C.F[P-](F)(F)(F)(F)F. (5) Given the product [OH:38][CH2:37][CH2:36][C@@H:35]([NH:34][C:32](=[O:33])[O:31][C:27]([CH3:29])([CH3:28])[CH3:30])[C:39](=[O:40])[NH:1][CH2:2][CH:3]1[CH2:8][CH2:7][C:6]2[C:9]3[C:14]([NH:15][C:16]4[CH:25]=[CH:24][C:19]5[NH:20][C:21](=[O:23])[S:22][C:18]=5[CH:17]=4)=[N:13][CH:12]=[N:11][C:10]=3[S:26][C:5]=2[CH2:4]1, predict the reactants needed to synthesize it. The reactants are: [NH2:1][CH2:2][CH:3]1[CH2:8][CH2:7][C:6]2[C:9]3[C:14]([NH:15][C:16]4[CH:25]=[CH:24][C:19]5[NH:20][C:21](=[O:23])[S:22][C:18]=5[CH:17]=4)=[N:13][CH:12]=[N:11][C:10]=3[S:26][C:5]=2[CH2:4]1.[C:27]([O:31][C:32]([NH:34][C@H:35]([C:39](O)=[O:40])[CH2:36][CH2:37][OH:38])=[O:33])([CH3:30])([CH3:29])[CH3:28]. (6) Given the product [N+:8]([C:5]1[CH:6]=[CH:7][C:2]([C:18]2[CH:19]=[C:14]([CH:15]=[CH:16][CH:17]=2)[C:11]([OH:13])=[O:12])=[N:3][CH:4]=1)([O-:10])=[O:9], predict the reactants needed to synthesize it. The reactants are: Br[C:2]1[CH:7]=[CH:6][C:5]([N+:8]([O-:10])=[O:9])=[CH:4][N:3]=1.[C:11]([C:14]1[CH:15]=[C:16](B(O)O)[CH:17]=[CH:18][CH:19]=1)([OH:13])=[O:12].C(=O)([O-])[O-].[K+].[K+].